Task: Predict the product of the given reaction.. Dataset: Forward reaction prediction with 1.9M reactions from USPTO patents (1976-2016) (1) Given the reactants [CH3:1][O:2][C:3]1[CH:11]=[C:10]2[C:6]([C:7]([S:12]([C:15]3[CH:20]=[CH:19][C:18]([CH3:21])=[CH:17][CH:16]=3)(=[O:14])=[O:13])=[CH:8][NH:9]2)=[CH:5][CH:4]=1.[H-].[Na+].Br[CH2:25][CH2:26][C:27]([O:29][CH3:30])=[O:28], predict the reaction product. The product is: [CH3:30][O:29][C:27](=[O:28])[CH2:26][CH2:25][N:9]1[C:10]2[C:6](=[CH:5][CH:4]=[C:3]([O:2][CH3:1])[CH:11]=2)[C:7]([S:12]([C:15]2[CH:20]=[CH:19][C:18]([CH3:21])=[CH:17][CH:16]=2)(=[O:14])=[O:13])=[CH:8]1. (2) Given the reactants [Cl:1][C:2]1[CH:7]=[C:6]([N+:8]([O-])=O)[CH:5]=[CH:4][C:3]=1[CH2:11][CH2:12][N:13]([CH2:16][CH3:17])[CH2:14][CH3:15].[H][H], predict the reaction product. The product is: [Cl:1][C:2]1[CH:7]=[C:6]([NH2:8])[CH:5]=[CH:4][C:3]=1[CH2:11][CH2:12][N:13]([CH2:16][CH3:17])[CH2:14][CH3:15]. (3) Given the reactants [F:1][C:2]1[CH:32]=[CH:31][C:5]([CH2:6][NH:7][C:8]([C:10]2[N:11]=[C:12]3[N:27]([CH:28]([CH3:30])[CH3:29])[CH2:26][CH2:25][N:13]3[C:14](=[O:24])[C:15]=2[O:16]CC2C=CC=CC=2)=[O:9])=[C:4]([N:33]2[CH:37]=[N:36][CH:35]=[N:34]2)[CH:3]=1, predict the reaction product. The product is: [F:1][C:2]1[CH:32]=[CH:31][C:5]([CH2:6][NH:7][C:8]([C:10]2[N:11]=[C:12]3[N:27]([CH:28]([CH3:30])[CH3:29])[CH2:26][CH2:25][N:13]3[C:14](=[O:24])[C:15]=2[OH:16])=[O:9])=[C:4]([N:33]2[CH:37]=[N:36][CH:35]=[N:34]2)[CH:3]=1. (4) Given the reactants [CH:1]1([C:4]2[CH:5]=[C:6]([C:18]#[CH:19])[CH:7]=[C:8]3[C:13]=2[O:12][C:11]([CH3:15])([CH3:14])[CH2:10][C:9]3([CH3:17])[CH3:16])[CH2:3][CH2:2]1.[CH2:20]([O:22][C:23](=[O:31])[C:24]1[CH:29]=[CH:28][C:27](I)=[CH:26][CH:25]=1)[CH3:21].C(N(CC)CC)C.C(OC(=O)C1C=CC(C#CC2C=CC3C(NC4CC4)CCC(C)(C)C=3C=2)=CC=1)C, predict the reaction product. The product is: [CH2:20]([O:22][C:23](=[O:31])[C:24]1[CH:29]=[CH:28][C:27]([C:19]#[C:18][C:6]2[CH:7]=[C:8]3[C:13](=[C:4]([CH:1]4[CH2:3][CH2:2]4)[CH:5]=2)[O:12][C:11]([CH3:14])([CH3:15])[CH2:10][C:9]3([CH3:17])[CH3:16])=[CH:26][CH:25]=1)[CH3:21]. (5) Given the reactants [CH3:1][O:2][C:3]1[CH:8]=[C:7]([N+:9]([O-])=O)[CH:6]=[CH:5][C:4]=1[C:12]1[CH:17]=[CH:16][CH:15]=[CH:14][N:13]=1, predict the reaction product. The product is: [CH3:1][O:2][C:3]1[CH:8]=[C:7]([CH:6]=[CH:5][C:4]=1[C:12]1[CH:17]=[CH:16][CH:15]=[CH:14][N:13]=1)[NH2:9]. (6) Given the reactants [CH:1]1[CH:6]=[C:5]([NH:7][C:8]2[N:13]=[CH:12][CH:11]=[CH:10][CH:9]=2)[N:4]=[CH:3][CH:2]=1.[H-].[Na+].Cl[CH2:17][C:18]1N(C)[C:21]2C=[CH:25][CH:26]=[CH:27][C:20]=2[N:19]=1, predict the reaction product. The product is: [CH3:21][C:20]1[N:19]=[C:18]([CH2:17][N:7]([C:5]2[CH:6]=[CH:1][CH:2]=[CH:3][N:4]=2)[C:8]2[CH:9]=[CH:10][CH:11]=[CH:12][N:13]=2)[CH:25]=[CH:26][CH:27]=1.